The task is: Predict the product of the given reaction.. This data is from Forward reaction prediction with 1.9M reactions from USPTO patents (1976-2016). (1) Given the reactants [CH2:1]([O:3][C:4]([C@@H:6]1[CH2:11][CH2:10][C:9](=O)[C@@H:8]([F:13])[CH2:7]1)=[O:5])[CH3:2].[CH3:14][C@@H:15]([NH2:22])[C:16]1[CH:21]=[CH:20][CH:19]=[CH:18][CH:17]=1.C(O[BH-](OC(=O)C)OC(=O)C)(=O)C.[Na+].N, predict the reaction product. The product is: [CH2:1]([O:3][C:4]([C@@H:6]1[CH2:11][CH2:10][C@@H:9]([NH:22][C@@H:15]([C:16]2[CH:21]=[CH:20][CH:19]=[CH:18][CH:17]=2)[CH3:14])[C@@H:8]([F:13])[CH2:7]1)=[O:5])[CH3:2]. (2) Given the reactants [CH2:1]([OH:12])[CH2:2][CH2:3][CH2:4][CH2:5][CH2:6][CH2:7][CH2:8][CH2:9][C:10]#[CH:11].N1C2C(=CC=CC=2)C=CC=1, predict the reaction product. The product is: [CH2:1]([OH:12])[CH2:2][CH2:3][CH2:4][CH2:5][CH2:6][CH2:7][CH2:8][CH2:9][CH:10]=[CH2:11].